Task: Regression. Given a peptide amino acid sequence and an MHC pseudo amino acid sequence, predict their binding affinity value. This is MHC class II binding data.. Dataset: Peptide-MHC class II binding affinity with 134,281 pairs from IEDB (1) The peptide sequence is ELKYFAATQFEPLAA. The MHC is DRB1_0701 with pseudo-sequence DRB1_0701. The binding affinity (normalized) is 0.795. (2) The peptide sequence is PTSLLISWGHYPLHL. The MHC is DRB3_0101 with pseudo-sequence DRB3_0101. The binding affinity (normalized) is 0.334. (3) The peptide sequence is AAGTAAQAAVVRFQE. The MHC is DRB3_0101 with pseudo-sequence DRB3_0101. The binding affinity (normalized) is 0.183. (4) The peptide sequence is PANDKFTVFEAAFNDAIKE. The MHC is HLA-DPA10301-DPB10402 with pseudo-sequence HLA-DPA10301-DPB10402. The binding affinity (normalized) is 0.173. (5) The peptide sequence is TNMITLLVKLALITV. The MHC is DRB1_0101 with pseudo-sequence DRB1_0101. The binding affinity (normalized) is 0.297. (6) The peptide sequence is GPTATFEAMYLGTCQ. The MHC is HLA-DPA10201-DPB10101 with pseudo-sequence HLA-DPA10201-DPB10101. The binding affinity (normalized) is 0.344. (7) The peptide sequence is LIGNGGAGGAGGVGA. The MHC is HLA-DQA10501-DQB10201 with pseudo-sequence HLA-DQA10501-DQB10201. The binding affinity (normalized) is 0.195.